This data is from Reaction yield outcomes from USPTO patents with 853,638 reactions. The task is: Predict the reaction yield, written as a fraction of the theoretical maximum amount of product (1.0 means a 100% yield; for example, 0.34 means a 34% yield). (1) The catalyst is C1COCC1. The reactants are [Br:1][C:2]1[CH:9]=[CH:8][C:5]([CH:6]=[O:7])=[C:4]([F:10])[CH:3]=1.[F:11][C:12]([Si](C)(C)C)([F:14])[F:13].CCCC[N+](CCCC)(CCCC)CCCC.[F-].Cl. The yield is 0.980. The product is [Br:1][C:2]1[CH:9]=[CH:8][C:5]([CH:6]([OH:7])[C:12]([F:14])([F:13])[F:11])=[C:4]([F:10])[CH:3]=1. (2) The reactants are [C:1](Cl)(=[O:8])[C:2]1[CH:7]=[CH:6][CH:5]=[CH:4][CH:3]=1.[OH:10][CH:11]1[CH2:16][CH2:15][C:14]([CH3:18])([CH3:17])[CH2:13][CH:12]1[C:19](=[O:24])[CH2:20][CH2:21][CH:22]=[CH2:23].CCN(CC)CC.CCOC(C)=O.C1CCCCC1. The catalyst is CN(C1C=CN=CC=1)C.C(Cl)Cl. The product is [C:1]([O:10][C@@H:11]1[CH2:16][CH2:15][C:14]([CH3:17])([CH3:18])[CH2:13][C@@H:12]1[C:19](=[O:24])[CH2:20][CH2:21][CH:22]=[CH2:23])(=[O:8])[C:2]1[CH:7]=[CH:6][CH:5]=[CH:4][CH:3]=1. The yield is 0.280. (3) The reactants are [CH3:1][O:2][C:3]1[CH:22]=[CH:21][C:6]([CH2:7][N:8]2[CH:16]=[C:15]3[C:10]([CH:11]([CH2:18][CH2:19][CH3:20])[CH2:12][CH2:13][C:14]3=O)=[N:9]2)=[CH:5][CH:4]=1.COC1C=CC(CN2C=C3C(CCC(CCC)C3=O)=N2)=CC=1.[CH3:45][C:46]1[CH:51]=[CH:50][N:49]=[C:48]([NH:52][C:53]([NH2:55])=[S:54])[N:47]=1.CCO. The catalyst is C(Cl)(Cl)Cl.O. The product is [CH3:1][O:2][C:3]1[CH:22]=[CH:21][C:6]([CH2:7][N:8]2[CH:16]=[C:15]3[C:10]([CH:11]([CH2:18][CH2:19][CH3:20])[CH2:12][C:13]4[S:54][C:53]([NH:52][C:48]5[N:47]=[C:46]([CH3:45])[CH:51]=[CH:50][N:49]=5)=[N:55][C:14]=43)=[N:9]2)=[CH:5][CH:4]=1. The yield is 0.150. (4) The reactants are [CH:1]1[CH:6]=[CH:5][C:4]([N:7]([C:14]2[CH:19]=[CH:18][C:17](Br)=[CH:16][CH:15]=2)[C:8]2[CH:13]=[CH:12][CH:11]=[CH:10][CH:9]=2)=[CH:3][CH:2]=1.C([Li])CCC.[B:26](OC)([O:29]C)[O:27]C.Cl. The product is [C:4]1([N:7]([C:8]2[CH:13]=[CH:12][CH:11]=[CH:10][CH:9]=2)[C:14]2[CH:19]=[CH:18][C:17]([B:26]([OH:29])[OH:27])=[CH:16][CH:15]=2)[CH:5]=[CH:6][CH:1]=[CH:2][CH:3]=1. The catalyst is CCCCCC.O1CCCC1. The yield is 0.580. (5) The reactants are Cl[C:2]1[CH:3]=[CH:4][C:5]2[O:14][CH2:13][CH2:12][C:11]3[CH:10]=[C:9]([C:15]4[N:16]([C:20]5[CH:25]=[CH:24][C:23]([F:26])=[CH:22][C:21]=5[F:27])[N:17]=[CH:18][N:19]=4)[S:8][C:7]=3[C:6]=2[N:28]=1.[F:29][C:30]([F:39])([F:38])[CH2:31][N:32]1[CH2:37][CH2:36][NH:35][CH2:34][CH2:33]1.CC(C1C=C(C(C)C)C(C2C=CC=CC=2P(C2CCCCC2)C2CCCCC2)=C(C(C)C)C=1)C.CC(C)([O-])C. The catalyst is O1CCOCC1.CC([O-])=O.CC([O-])=O.[Pd+2]. The product is [F:27][C:21]1[CH:22]=[C:23]([F:26])[CH:24]=[CH:25][C:20]=1[N:16]1[C:15]([C:9]2[S:8][C:7]3[C:6]4[N:28]=[C:2]([N:35]5[CH2:34][CH2:33][N:32]([CH2:31][C:30]([F:38])([F:39])[F:29])[CH2:37][CH2:36]5)[CH:3]=[CH:4][C:5]=4[O:14][CH2:13][CH2:12][C:11]=3[CH:10]=2)=[N:19][CH:18]=[N:17]1. The yield is 0.280. (6) The reactants are [OH:1][C:2]1[CH:11]=[C:10]2[C:5]([C:6]([NH:12][C:13]3[CH:14]=[C:15]4[C:19](=[CH:20][CH:21]=3)[NH:18][CH:17]=[CH:16]4)=[N:7][CH:8]=[N:9]2)=[CH:4][C:3]=1[O:22][CH3:23].[N:24]1([CH2:29][CH2:30][CH2:31]O)[CH:28]=[CH:27][N:26]=[N:25]1. No catalyst specified. The product is [NH:18]1[C:19]2[C:15](=[CH:14][C:13]([NH:12][C:6]3[C:5]4[C:10](=[CH:11][C:2]([O:1][CH2:31][CH2:30][CH2:29][N:24]5[CH:28]=[CH:27][N:26]=[N:25]5)=[C:3]([O:22][CH3:23])[CH:4]=4)[N:9]=[CH:8][N:7]=3)=[CH:21][CH:20]=2)[CH:16]=[CH:17]1. The yield is 0.420. (7) The reactants are [Cl:1][C:2]1[C:25]([S:26](=[O:29])(=[O:28])[NH2:27])=[CH:24][C:5]([C:6]([O:8][CH2:9][C:10]([N:12]2[CH2:17][CH2:16][N:15]([CH2:18][CH2:19][O:20][N+:21]([O-:23])=[O:22])[CH2:14][CH2:13]2)=[O:11])=[O:7])=[C:4]([NH:30][CH2:31][C:32]2[O:33][CH:34]=[CH:35][CH:36]=2)[CH:3]=1.Cl.CCOCC.CCCCCC. The catalyst is C(Cl)Cl.CCOC(C)=O.CO. The product is [ClH:1].[Cl:1][C:2]1[C:25]([S:26](=[O:29])(=[O:28])[NH2:27])=[CH:24][C:5]([C:6]([O:8][CH2:9][C:10]([N:12]2[CH2:17][CH2:16][N:15]([CH2:18][CH2:19][O:20][N+:21]([O-:23])=[O:22])[CH2:14][CH2:13]2)=[O:11])=[O:7])=[C:4]([NH:30][CH2:31][C:32]2[O:33][CH:34]=[CH:35][CH:36]=2)[CH:3]=1. The yield is 0.220. (8) The reactants are C(Cl)(Cl)Cl.[F:5][C:6]1[CH:11]=[CH:10][C:9]([CH:12]2[C:16]([OH:17])=[C:15]([C:18]([CH3:20])=[O:19])[CH2:14][S:13]2)=[CH:8][CH:7]=1.S(Cl)(Cl)(=O)=O. The catalyst is O. The product is [F:5][C:6]1[CH:7]=[CH:8][C:9]([C:12]2[S:13][CH:14]=[C:15]([C:18]([CH3:20])=[O:19])[C:16]=2[OH:17])=[CH:10][CH:11]=1. The yield is 0.500. (9) The catalyst is [NH4+].[Cl-]. The reactants are C[Si]([N-][Si](C)(C)C)(C)C.[Li+].F[C:12]1[CH:17]=[C:16]([O:18][CH3:19])[CH:15]=[CH:14][C:13]=1[C:20]1[N:29]=[CH:28][C:27]2[C:22](=[CH:23][C:24]([O:32][CH3:33])=[CH:25][C:26]=2[O:30][CH3:31])[N:21]=1.[CH:34]([N:37]1[CH2:41][CH2:40][CH:39]([CH2:42][NH2:43])[CH2:38]1)([CH3:36])[CH3:35].C1C[O:47]CC1. The product is [CH:34]([N:37]1[CH2:41][CH2:40][CH:39]([CH2:42][NH:43][C:12]2[CH:17]=[C:16]([O:18][CH3:19])[CH:15]=[CH:14][C:13]=2[C:20]2[NH:29][C:28](=[O:47])[C:27]3[C:22](=[CH:23][C:24]([O:32][CH3:33])=[CH:25][C:26]=3[O:30][CH3:31])[N:21]=2)[CH2:38]1)([CH3:36])[CH3:35]. The yield is 0.380. (10) The product is [CH3:1][C:2]1[CH:3]=[C:4]([CH2:8][C:9]([N:11]2[C:19]3[C:14](=[CH:15][C:16]([C:20]4[C:28]5[C:27]([NH2:29])=[N:26][CH:25]=[N:24][C:23]=5[N:22]([CH:30]5[CH2:35][CH2:34][N:33]([CH3:36])[CH2:32][CH2:31]5)[CH:21]=4)=[CH:17][CH:18]=3)[CH2:13][CH2:12]2)=[O:10])[CH:5]=[CH:6][CH:7]=1. The reactants are [CH3:1][C:2]1[CH:3]=[C:4]([CH2:8][C:9]([N:11]2[C:19]3[C:14](=[CH:15][C:16]([C:20]4[C:28]5[C:27]([NH2:29])=[N:26][CH:25]=[N:24][C:23]=5[N:22]([CH:30]5[CH2:35][CH2:34][NH:33][CH2:32][CH2:31]5)[CH:21]=4)=[CH:17][CH:18]=3)[CH2:13][CH2:12]2)=[O:10])[CH:5]=[CH:6][CH:7]=1.[C:36](=O)([O-])[O-].[Cs+].[Cs+].IC. The catalyst is CN(C=O)C. The yield is 0.432.